From a dataset of Forward reaction prediction with 1.9M reactions from USPTO patents (1976-2016). Predict the product of the given reaction. Given the reactants [F:1][C:2]1([F:41])[CH2:6][CH2:5][N:4]([CH:7]2[CH2:12][CH2:11][N:10]([CH2:13][C:14]3[C:15]([C:31]4[CH:36]=[CH:35][CH:34]=[C:33]([C:37]([F:40])([F:39])[F:38])[CH:32]=4)=[N:16][C:17]4[C:22]([C:23]=3[C:24](O)=[O:25])=[CH:21][C:20]([S:27]([CH3:30])(=[O:29])=[O:28])=[CH:19][CH:18]=4)[CH2:9][CH2:8]2)[CH2:3]1.[F:42][C:43]([F:53])([F:52])[C@H:44]([NH2:51])[C:45]1[CH:50]=[CH:49][CH:48]=[CH:47][CH:46]=1.C(N(CC)C(C)C)(C)C.CCCP(=O)=O, predict the reaction product. The product is: [F:41][C:2]1([F:1])[CH2:6][CH2:5][N:4]([CH:7]2[CH2:12][CH2:11][N:10]([CH2:13][C:14]3[C:15]([C:31]4[CH:36]=[CH:35][CH:34]=[C:33]([C:37]([F:40])([F:39])[F:38])[CH:32]=4)=[N:16][C:17]4[C:22]([C:23]=3[C:24]([NH:51][C@H:44]([C:45]3[CH:50]=[CH:49][CH:48]=[CH:47][CH:46]=3)[C:43]([F:42])([F:52])[F:53])=[O:25])=[CH:21][C:20]([S:27]([CH3:30])(=[O:28])=[O:29])=[CH:19][CH:18]=4)[CH2:9][CH2:8]2)[CH2:3]1.